Dataset: Forward reaction prediction with 1.9M reactions from USPTO patents (1976-2016). Task: Predict the product of the given reaction. Given the reactants [NH2:1][C:2]1[N:7]2[CH:8]=[C:9]([CH2:11][CH3:12])[N:10]=[C:6]2[C:5]([C:13]([NH:15][CH2:16][CH:17]2[CH2:22][CH2:21][NH:20][CH2:19][CH2:18]2)=[O:14])=[CH:4][C:3]=1[Cl:23].Cl[CH2:25][CH2:26][C:27]([N:29]1[CH2:34][CH2:33][O:32][CH2:31][CH2:30]1)=[O:28].C(=O)([O-])[O-].[K+].[K+].[I-].[Na+], predict the reaction product. The product is: [NH2:1][C:2]1[N:7]2[CH:8]=[C:9]([CH2:11][CH3:12])[N:10]=[C:6]2[C:5]([C:13]([NH:15][CH2:16][CH:17]2[CH2:22][CH2:21][N:20]([CH2:25][CH2:26][C:27]([N:29]3[CH2:34][CH2:33][O:32][CH2:31][CH2:30]3)=[O:28])[CH2:19][CH2:18]2)=[O:14])=[CH:4][C:3]=1[Cl:23].